Dataset: M1 muscarinic receptor antagonist screen with 61,756 compounds. Task: Binary Classification. Given a drug SMILES string, predict its activity (active/inactive) in a high-throughput screening assay against a specified biological target. (1) The molecule is Fc1cc(N2C(=O)C(N3CCC(CC3)C(=O)N)CC2=O)ccc1. The result is 0 (inactive). (2) The molecule is Clc1c2c(NC(=O)CN(C3CCCCC3)C)c([nH]c2ccc1)C(OC)=O. The result is 1 (active).